This data is from Full USPTO retrosynthesis dataset with 1.9M reactions from patents (1976-2016). The task is: Predict the reactants needed to synthesize the given product. (1) Given the product [Br:15][C:16]1[CH:17]=[CH:18][C:19]([CH:22]([CH2:29][C:30]2[CH:31]=[CH:32][C:33]([O:36][CH2:53][CH2:52][C:50]3[CH:49]=[CH:48][CH:47]=[C:46]([N:44]([C:42]([O:41][C:37]([CH3:38])([CH3:40])[CH3:39])=[O:43])[CH3:45])[N:51]=3)=[CH:34][CH:35]=2)[CH2:23][C:24]([O:26][CH2:27][CH3:28])=[O:25])=[CH:20][CH:21]=1, predict the reactants needed to synthesize it. The reactants are: N(C(OC(C)C)=O)=NC(OC(C)C)=O.[Br:15][C:16]1[CH:21]=[CH:20][C:19]([CH:22]([CH2:29][C:30]2[CH:35]=[CH:34][C:33]([OH:36])=[CH:32][CH:31]=2)[CH2:23][C:24]([O:26][CH2:27][CH3:28])=[O:25])=[CH:18][CH:17]=1.[C:37]([O:41][C:42]([N:44]([C:46]1[N:51]=[C:50]([CH:52](O)[CH3:53])[CH:49]=[CH:48][CH:47]=1)[CH3:45])=[O:43])([CH3:40])([CH3:39])[CH3:38].C1(P(C2C=CC=CC=2)C2C=CC=CC=2)C=CC=CC=1. (2) Given the product [C:1]([O:24][CH2:32][C:27]([CH2:30][OH:31])([CH2:28][OH:29])[CH2:26][OH:25])(=[O:23])[CH2:2][CH2:3][CH2:4][CH2:5][CH2:6][CH2:7][CH2:8][CH2:9][CH2:10][CH2:11][CH2:12][CH2:13][CH2:14][CH2:15][CH2:16][CH2:17][CH2:18][CH2:19][CH2:20][CH2:21][CH3:22], predict the reactants needed to synthesize it. The reactants are: [C:1]([OH:24])(=[O:23])[CH2:2][CH2:3][CH2:4][CH2:5][CH2:6][CH2:7][CH2:8][CH2:9][CH2:10][CH2:11][CH2:12][CH2:13][CH2:14][CH2:15][CH2:16][CH2:17][CH2:18][CH2:19][CH2:20][CH2:21][CH3:22].[OH:25][CH2:26][C:27]([CH2:32]O)([CH2:30][OH:31])[CH2:28][OH:29]. (3) Given the product [Cl:1][C:2]1[CH:3]=[C:4]([CH2:8][O:9][C:10]2[CH:11]=[CH:12][C:13]([CH3:32])=[C:14]([C:16]([NH:18][C:19]3[CH:24]=[CH:23][C:22]([CH2:25][C:26]([OH:28])=[O:27])=[CH:21][C:20]=3[CH3:31])=[O:17])[CH:15]=2)[CH:5]=[CH:6][CH:7]=1, predict the reactants needed to synthesize it. The reactants are: [Cl:1][C:2]1[CH:3]=[C:4]([CH2:8][O:9][C:10]2[CH:11]=[CH:12][C:13]([CH3:32])=[C:14]([C:16]([NH:18][C:19]3[CH:24]=[CH:23][C:22]([CH2:25][C:26]([O:28]CC)=[O:27])=[CH:21][C:20]=3[CH3:31])=[O:17])[CH:15]=2)[CH:5]=[CH:6][CH:7]=1.O.[OH-].[Li+]. (4) Given the product [CH2:15]([O:17][C:18]1[CH:19]=[C:20]([CH:21]2[C:8]([C:9]3[CH:13]=[CH:12][S:11][CH:10]=3)=[C:7]([C:4]3[CH:5]=[CH:6][N:1]=[CH:2][CH:3]=3)[NH:33][C:31](=[O:32])[NH:30]2)[CH:23]=[C:24]([N+:27]([O-:29])=[O:28])[C:25]=1[OH:26])[CH3:16].[ClH:34], predict the reactants needed to synthesize it. The reactants are: [N:1]1[CH:6]=[CH:5][C:4]([C:7](=O)[CH2:8][C:9]2[CH:13]=[CH:12][S:11][CH:10]=2)=[CH:3][CH:2]=1.[CH2:15]([O:17][C:18]1[CH:19]=[C:20]([CH:23]=[C:24]([N+:27]([O-:29])=[O:28])[C:25]=1[OH:26])[CH:21]=O)[CH3:16].[NH2:30][C:31]([NH2:33])=[O:32].[ClH:34]. (5) The reactants are: Br[C:2]1[CH:3]=[C:4]2[C:9](=[N:10][CH:11]=1)[N:8]([CH2:12][CH3:13])[CH:7]=[C:6]([C:14]([O:16][CH2:17][CH2:18][O:19][P:20]([O:30][CH2:31][C:32]1[CH:37]=[CH:36][CH:35]=[CH:34][CH:33]=1)([O:22][CH2:23][C:24]1[CH:29]=[CH:28][CH:27]=[CH:26][CH:25]=1)=[O:21])=[O:15])[C:5]2=[O:38].[CH2:39]([NH:41][C:42](=[O:62])[NH:43][C:44]1[N:49]=[CH:48][C:47](B(O)O)=[C:46]([C:53]2[S:54][CH:55]=[C:56]([C:58]([F:61])([F:60])[F:59])[N:57]=2)[CH:45]=1)[CH3:40].C(=O)([O-])[O-].[Na+].[Na+]. Given the product [CH2:12]([N:8]1[C:9]2[C:4](=[CH:3][C:2]([C:47]3[CH:48]=[N:49][C:44]([NH:43][C:42](=[O:62])[NH:41][CH2:39][CH3:40])=[CH:45][C:46]=3[C:53]3[S:54][CH:55]=[C:56]([C:58]([F:61])([F:59])[F:60])[N:57]=3)=[CH:11][N:10]=2)[C:5](=[O:38])[C:6]([C:14]([O:16][CH2:17][CH2:18][O:19][P:20]([O:30][CH2:31][C:32]2[CH:37]=[CH:36][CH:35]=[CH:34][CH:33]=2)([O:22][CH2:23][C:24]2[CH:25]=[CH:26][CH:27]=[CH:28][CH:29]=2)=[O:21])=[O:15])=[CH:7]1)[CH3:13], predict the reactants needed to synthesize it. (6) The reactants are: [C:1]([C:3]1[CH:4]=[C:5]2[C:10](=[CH:11][C:12]=1[O:13][C:14]1[CH:19]=[CH:18][C:17]([C:20](=[O:29])[NH:21][C:22]3[CH:27]=[CH:26][CH:25]=[C:24](I)[CH:23]=3)=[CH:16][CH:15]=1)[O:9][CH2:8][CH2:7][CH:6]2[C:30]([O:32][CH3:33])=[O:31])#[N:2].[CH3:34][C:35]1[C:40]([CH3:41])=[CH:39][CH:38]=[CH:37][C:36]=1B(O)O.C([O-])([O-])=O.[Na+].[Na+].C1(C)C=CC=CC=1. Given the product [C:1]([C:3]1[CH:4]=[C:5]2[C:10](=[CH:11][C:12]=1[O:13][C:14]1[CH:19]=[CH:18][C:17]([C:20](=[O:29])[NH:21][C:22]3[CH:23]=[C:24]([C:36]4[CH:37]=[CH:38][CH:39]=[C:40]([CH3:41])[C:35]=4[CH3:34])[CH:25]=[CH:26][CH:27]=3)=[CH:16][CH:15]=1)[O:9][CH2:8][CH2:7][CH:6]2[C:30]([O:32][CH3:33])=[O:31])#[N:2], predict the reactants needed to synthesize it. (7) Given the product [O:1]=[C:2]1[CH:7]=[C:6]([C:8]([OH:10])=[O:9])[CH:5]=[CH:4][N:3]1[CH2:12][CH2:13][CH2:14][CH2:15][N:16]1[CH:20]=[C:19]([C:21](=[O:35])[NH:22][CH2:23][C:24]2[CH:29]=[CH:28][CH:27]=[C:26]([O:30][C:31]([F:32])([F:33])[F:34])[CH:25]=2)[N:18]=[N:17]1, predict the reactants needed to synthesize it. The reactants are: [O:1]=[C:2]1[CH:7]=[C:6]([C:8]([O:10]C)=[O:9])[CH:5]=[CH:4][N:3]1[CH2:12][CH2:13][CH2:14][CH2:15][N:16]1[CH:20]=[C:19]([C:21](=[O:35])[NH:22][CH2:23][C:24]2[CH:29]=[CH:28][CH:27]=[C:26]([O:30][C:31]([F:34])([F:33])[F:32])[CH:25]=2)[N:18]=[N:17]1.CO.O.O.[OH-].[Li+]. (8) Given the product [CH3:34][N:35]([CH2:43][C:44]1[CH:45]=[C:46]2[C:51](=[CH:52][CH:53]=1)[CH:50]=[C:49]([C:54]([NH:67][C:63]1[CH:62]=[C:61]([CH:66]=[CH:65][CH:64]=1)[C:60]([OH:68])=[O:59])=[O:56])[CH:48]=[CH:47]2)[S:36]([C:39]([F:41])([F:40])[F:42])(=[O:38])=[O:37], predict the reactants needed to synthesize it. The reactants are: C1CN([P+](ON2N=NC3C=CC=CC2=3)(N2CCCC2)N2CCCC2)CC1.F[P-](F)(F)(F)(F)F.[CH3:34][N:35]([CH2:43][C:44]1[CH:45]=[C:46]2[C:51](=[CH:52][CH:53]=1)[CH:50]=[C:49]([C:54]([OH:56])=O)[CH:48]=[CH:47]2)[S:36]([C:39]([F:42])([F:41])[F:40])(=[O:38])=[O:37].C([O:59][C:60](=[O:68])[C:61]1[CH:66]=[CH:65][CH:64]=[C:63]([NH2:67])[CH:62]=1)C.[OH-].[Na+]. (9) Given the product [O:19]=[C:18]1[CH2:17][S:16][C:15](=[S:20])[N:14]1[NH:13][C:2]1[C:6]2[CH:7]=[CH:8][CH:9]=[CH:10][C:5]=2[S:4](=[O:12])(=[O:11])[N:3]=1, predict the reactants needed to synthesize it. The reactants are: Cl[C:2]1[C:6]2[CH:7]=[CH:8][CH:9]=[CH:10][C:5]=2[S:4](=[O:12])(=[O:11])[N:3]=1.[NH2:13][N:14]1[C:18](=[O:19])[CH2:17][S:16][C:15]1=[S:20]. (10) Given the product [CH2:1]([O:3][C:4]([C:6]1[N:7]([C:26]2[CH:31]=[CH:30][C:29]([O:32][CH:33]([CH3:35])[CH3:34])=[CH:28][CH:27]=2)[C:8]2[C:13]([C:14]=1[NH:40][S:37]([CH3:36])(=[O:39])=[O:38])=[CH:12][C:11]([C:16]1[CH:21]=[CH:20][C:19]([O:22][CH:23]([CH3:25])[CH3:24])=[CH:18][CH:17]=1)=[CH:10][CH:9]=2)=[O:5])[CH3:2], predict the reactants needed to synthesize it. The reactants are: [CH2:1]([O:3][C:4]([C:6]1[N:7]([C:26]2[CH:31]=[CH:30][C:29]([O:32][CH:33]([CH3:35])[CH3:34])=[CH:28][CH:27]=2)[C:8]2[C:13]([C:14]=1Br)=[CH:12][C:11]([C:16]1[CH:21]=[CH:20][C:19]([O:22][CH:23]([CH3:25])[CH3:24])=[CH:18][CH:17]=1)=[CH:10][CH:9]=2)=[O:5])[CH3:2].[CH3:36][S:37]([NH2:40])(=[O:39])=[O:38].CC1(C)C2C(=C(P(C3C=CC=CC=3)C3C=CC=CC=3)C=CC=2)OC2C(P(C3C=CC=CC=3)C3C=CC=CC=3)=CC=CC1=2.C([O-])([O-])=O.[Cs+].[Cs+].